Dataset: Catalyst prediction with 721,799 reactions and 888 catalyst types from USPTO. Task: Predict which catalyst facilitates the given reaction. (1) Reactant: [Br:1][C:2]1[C:10]2[C:5](=[CH:6][CH:7]=[C:8]([C:11]3[N:15]=[CH:14][NH:13][N:12]=3)[CH:9]=2)[N:4]([CH:16]2[CH2:21][CH2:20][CH2:19][CH2:18][O:17]2)[N:3]=1.N1C=CC=CC=1.C(N(CC)CC)C.[C:35](Cl)([C:48]1[CH:53]=[CH:52][CH:51]=[CH:50][CH:49]=1)([C:42]1[CH:47]=[CH:46][CH:45]=[CH:44][CH:43]=1)[C:36]1[CH:41]=[CH:40][CH:39]=[CH:38][CH:37]=1. Product: [Br:1][C:2]1[C:10]2[C:5](=[CH:6][CH:7]=[C:8]([C:11]3[N:15]=[CH:14][N:13]([C:35]([C:36]4[CH:41]=[CH:40][CH:39]=[CH:38][CH:37]=4)([C:48]4[CH:49]=[CH:50][CH:51]=[CH:52][CH:53]=4)[C:42]4[CH:43]=[CH:44][CH:45]=[CH:46][CH:47]=4)[N:12]=3)[CH:9]=2)[N:4]([CH:16]2[CH2:21][CH2:20][CH2:19][CH2:18][O:17]2)[N:3]=1. The catalyst class is: 5. (2) Reactant: C([S:8][C:9]1[CH:10]=[C:11]2[C:16](=[CH:17][CH:18]=1)[N:15]([C:19]1[CH:24]=[C:23]([F:25])[C:22]([Br:26])=[CH:21][C:20]=1[O:27][CH3:28])[C:14](=[O:29])[CH:13]=[CH:12]2)C1C=CC=CC=1.ClN1C(C)(C)C(=[O:38])N(Cl)C1=O.[F:41][C:42]1[C:47]([OH:48])=[C:46]([F:49])[C:45]([F:50])=[C:44]([F:51])[C:43]=1[F:52].CCN(CC)CC.[OH2:60]. Product: [Br:26][C:22]1[C:23]([F:25])=[CH:24][C:19]([N:15]2[C:16]3[C:11](=[CH:10][C:9]([S:8]([O:48][C:47]4[C:42]([F:41])=[C:43]([F:52])[C:44]([F:51])=[C:45]([F:50])[C:46]=4[F:49])(=[O:38])=[O:60])=[CH:18][CH:17]=3)[CH:12]=[CH:13][C:14]2=[O:29])=[C:20]([O:27][CH3:28])[CH:21]=1. The catalyst class is: 477. (3) Reactant: Cl[C:2]1[S:3][C:4]([C:8]([O:10][CH2:11][CH3:12])=[O:9])=[C:5]([CH3:7])[N:6]=1.[C:13]1([OH:19])[CH:18]=[CH:17][CH:16]=[CH:15][CH:14]=1.C([O-])([O-])=O.[K+].[K+].O. Product: [CH3:7][C:5]1[N:6]=[C:2]([O:19][C:13]2[CH:18]=[CH:17][CH:16]=[CH:15][CH:14]=2)[S:3][C:4]=1[C:8]([O:10][CH2:11][CH3:12])=[O:9]. The catalyst class is: 21. (4) Reactant: [Cl:1][C:2]1[C:7]([F:8])=[CH:6][CH:5]=[C:4]([Cl:9])[C:3]=1[CH:10]([O:12][C:13]1[C:14]([NH2:30])=[N:15][CH:16]=[C:17]([C:19]2[N:20]=[N:21][N:22]([CH:24]3[CH2:29][CH2:28][NH:27][CH2:26][CH2:25]3)[CH:23]=2)[CH:18]=1)[CH3:11].CN(C)C=O.C(=O)([O-])[O-].[K+].[K+].[CH2:42](Br)[C:43]1[CH:48]=[CH:47][CH:46]=[CH:45][CH:44]=1. The catalyst class is: 6. Product: [Cl:1][C:2]1[C:7]([F:8])=[CH:6][CH:5]=[C:4]([Cl:9])[C:3]=1[CH:10]([O:12][C:13]1[C:14]([NH2:30])=[N:15][CH:16]=[C:17]([C:19]2[N:20]=[N:21][N:22]([CH:24]3[CH2:29][CH2:28][N:27]([CH2:42][C:43]4[CH:48]=[CH:47][CH:46]=[CH:45][CH:44]=4)[CH2:26][CH2:25]3)[CH:23]=2)[CH:18]=1)[CH3:11]. (5) Reactant: [Cl:1][C:2]1[N:7]=[C:6]([N:8]([C:24]([O:26][C:27]([CH3:30])([CH3:29])[CH3:28])=[O:25])[N:9]([C:17]([O:19][C:20]([CH3:23])([CH3:22])[CH3:21])=[O:18])[C:10]([O:12][C:13]([CH3:16])([CH3:15])[CH3:14])=[O:11])[C:5]([F:31])=[C:4](Cl)[N:3]=1.C(N(CC)CC)C.[O:40]1[CH:44]=[CH:43][CH:42]=[C:41]1[CH2:45][NH:46][CH3:47]. Product: [Cl:1][C:2]1[N:7]=[C:6]([N:8]([C:24]([O:26][C:27]([CH3:30])([CH3:29])[CH3:28])=[O:25])[N:9]([C:10]([O:12][C:13]([CH3:14])([CH3:16])[CH3:15])=[O:11])[C:17]([O:19][C:20]([CH3:22])([CH3:21])[CH3:23])=[O:18])[C:5]([F:31])=[C:4]([N:46]([CH2:45][C:41]2[O:40][CH:44]=[CH:43][CH:42]=2)[CH3:47])[N:3]=1. The catalyst class is: 20. (6) Reactant: [CH3:1][O:2][CH2:3][CH:4]1[NH:9][C:8](=[S:10])[CH2:7][CH2:6][CH2:5]1.[F:11][C:12]([F:19])([F:18])[S:13]([O:16]C)(=[O:15])=[O:14]. Product: [F:11][C:12]([F:19])([F:18])[S:13]([O-:16])(=[O:15])=[O:14].[CH3:1][O:2][CH2:3][CH:4]1[CH2:5][CH2:6][CH2:7][C:8]([S:10][CH3:12])=[NH+:9]1. The catalyst class is: 4. (7) The catalyst class is: 14. Reactant: [CH3:1][O:2][C:3]1[C:8]([NH:9][NH2:10])=[CH:7][C:6]([CH3:11])=[C:5]([C:12]2[CH:17]=[CH:16][C:15]([O:18][C:19]([F:22])([F:21])[F:20])=[CH:14][C:13]=2[O:23][CH3:24])[N:4]=1. Product: [CH2:7]([C:6]1[CH:5]=[C:12]([CH2:13][CH3:14])[N:9]([C:8]2[C:3]([O:2][CH3:1])=[N:4][C:5]([C:12]3[CH:17]=[CH:16][C:15]([O:18][C:19]([F:21])([F:22])[F:20])=[CH:14][C:13]=3[O:23][CH3:24])=[C:6]([CH3:11])[CH:7]=2)[N:10]=1)[CH3:8]. (8) Reactant: [C:1]([O:5][C:6]([O:8][NH:9][CH2:10][CH2:11][C:12]1[CH:17]=[CH:16][C:15]([OH:18])=[CH:14][CH:13]=1)=[O:7])([CH3:4])([CH3:3])[CH3:2].CCN(CC)CC.[CH3:26][N:27]([CH3:31])[C:28](Cl)=[O:29].CCOC(C)=O. Product: [C:1]([O:5][C:6]([O:8][NH:9][CH2:10][CH2:11][C:12]1[CH:13]=[CH:14][C:15]([O:18][C:28]([N:27]([CH3:31])[CH3:26])=[O:29])=[CH:16][CH:17]=1)=[O:7])([CH3:4])([CH3:2])[CH3:3]. The catalyst class is: 79.